Regression. Given a peptide amino acid sequence and an MHC pseudo amino acid sequence, predict their binding affinity value. This is MHC class I binding data. From a dataset of Peptide-MHC class I binding affinity with 185,985 pairs from IEDB/IMGT. (1) The peptide sequence is GHLENNPAL. The MHC is HLA-B58:01 with pseudo-sequence HLA-B58:01. The binding affinity (normalized) is 0.0847. (2) The peptide sequence is KSFFSRLNW. The MHC is HLA-B58:01 with pseudo-sequence HLA-B58:01. The binding affinity (normalized) is 0.543. (3) The peptide sequence is PLWESATEV. The MHC is HLA-B58:01 with pseudo-sequence HLA-B58:01. The binding affinity (normalized) is 0.0847.